Dataset: Forward reaction prediction with 1.9M reactions from USPTO patents (1976-2016). Task: Predict the product of the given reaction. (1) Given the reactants [O:1]1[C:5]2[CH:6]=[CH:7][CH:8]=[C:9]([C:10]([CH3:18])([CH3:17])[CH2:11][C:12](=[O:16])[C:13]([OH:15])=O)[C:4]=2[O:3][CH2:2]1.S(Cl)(Cl)=O.[NH2:23][C:24]1[CH:25]=[CH:26][C:27]2[C:32](=[O:33])[O:31][N:30]=[C:29]([CH2:34]C)[C:28]=2[CH:36]=1.O, predict the reaction product. The product is: [O:1]1[C:5]2[CH:6]=[CH:7][CH:8]=[C:9]([C:10]([CH3:18])([CH3:17])[CH2:11][C:12](=[O:16])[C:13]([NH:23][C:24]3[CH:25]=[CH:26][C:27]4[C:32](=[O:33])[O:31][N:30]=[C:29]([CH3:34])[C:28]=4[CH:36]=3)=[O:15])[C:4]=2[O:3][CH2:2]1. (2) Given the reactants C(OC([N:8]1[CH2:13][CH2:12][CH:11]([NH:14][C:15](=[O:45])[C:16]2[CH:21]=[CH:20][C:19]([C:22]3[N:23]=[C:24]([NH:27][C:28]([CH:30]4[CH2:34][CH2:33][CH2:32][N:31]4[C:35]([O:37][CH2:38][C:39]4[CH:44]=[CH:43][CH:42]=[CH:41][CH:40]=4)=[O:36])=[O:29])[S:25][CH:26]=3)=[CH:18][CH:17]=2)[CH2:10][CH2:9]1)=O)(C)(C)C.C(OC(N1CCCC(NC(=O)C2C=CC(C3N=C(NC(C4CCCN4C(OCC4C=CC=CC=4)=O)=O)SC=3)=CC=2)C1)=O)(C)(C)C.C(Cl)Cl.C(O)(C(F)(F)F)=O, predict the reaction product. The product is: [CH2:38]([O:37][C:35]([N:31]1[CH2:32][CH2:33][CH2:34][CH:30]1[C:28](=[O:29])[NH:27][C:24]1[S:25][CH:26]=[C:22]([C:19]2[CH:20]=[CH:21][C:16]([C:15](=[O:45])[NH:14][CH:11]3[CH2:10][CH2:9][NH:8][CH2:13][CH2:12]3)=[CH:17][CH:18]=2)[N:23]=1)=[O:36])[C:39]1[CH:44]=[CH:43][CH:42]=[CH:41][CH:40]=1.